This data is from Peptide-MHC class I binding affinity with 185,985 pairs from IEDB/IMGT. The task is: Regression. Given a peptide amino acid sequence and an MHC pseudo amino acid sequence, predict their binding affinity value. This is MHC class I binding data. The binding affinity (normalized) is 0.0847. The MHC is HLA-B15:01 with pseudo-sequence HLA-B15:01. The peptide sequence is IFMLQKCDL.